The task is: Predict the reaction yield, written as a fraction of the theoretical maximum amount of product (1.0 means a 100% yield; for example, 0.34 means a 34% yield).. This data is from Reaction yield outcomes from USPTO patents with 853,638 reactions. The reactants are [C:1]1([S:7]([N:10]2[C:18]3[C:13](=[N:14][C:15](Cl)=[C:16]([C:19]4[CH:26]=[CH:25][C:22]([C:23]#[N:24])=[CH:21][CH:20]=4)[CH:17]=3)[CH:12]=[CH:11]2)(=[O:9])=[O:8])[CH:6]=[CH:5][CH:4]=[CH:3][CH:2]=1.C(=O)([O-])[O-].[Na+].[Na+].[CH3:34][C:35]1[CH:40]=[CH:39][C:38](B(O)O)=[CH:37][CH:36]=1. The catalyst is O1CCOCC1.C1C=CC(P(C2C=CC=CC=2)[C-]2C=CC=C2)=CC=1.C1C=CC(P(C2C=CC=CC=2)[C-]2C=CC=C2)=CC=1.Cl[Pd]Cl.[Fe+2]. The product is [C:1]1([S:7]([N:10]2[C:18]3[C:13](=[N:14][C:15]([C:38]4[CH:39]=[CH:40][C:35]([CH3:34])=[CH:36][CH:37]=4)=[C:16]([C:19]4[CH:26]=[CH:25][C:22]([C:23]#[N:24])=[CH:21][CH:20]=4)[CH:17]=3)[CH:12]=[CH:11]2)(=[O:9])=[O:8])[CH:6]=[CH:5][CH:4]=[CH:3][CH:2]=1. The yield is 0.470.